This data is from Reaction yield outcomes from USPTO patents with 853,638 reactions. The task is: Predict the reaction yield, written as a fraction of the theoretical maximum amount of product (1.0 means a 100% yield; for example, 0.34 means a 34% yield). The reactants are [Cl:1][C:2]1[CH:7]=[C:6]([F:8])[C:5]([C:9]2[N:10]([C:14]([F:17])([F:16])[F:15])[N:11]=[N:12][CH:13]=2)=[CH:4][C:3]=1SC.ClC1C=C(F)C(C2N(C(F)(F)F)N=NC=2)=CC=1S. No catalyst specified. The product is [Cl:1][C:2]1[CH:7]=[C:6]([F:8])[C:5]([C:9]2[N:10]([C:14]([F:16])([F:17])[F:15])[N:11]=[N:12][CH:13]=2)=[CH:4][CH:3]=1. The yield is 0.857.